Dataset: Full USPTO retrosynthesis dataset with 1.9M reactions from patents (1976-2016). Task: Predict the reactants needed to synthesize the given product. (1) Given the product [CH3:1][O:2][C:3]1[C:10]([O:11][CH3:12])=[C:9]([O:13][CH3:14])[CH:8]=[C:7]([CH3:15])[C:4]=1[C:5]([OH:17])=[O:6], predict the reactants needed to synthesize it. The reactants are: [CH3:1][O:2][C:3]1[C:10]([O:11][CH3:12])=[C:9]([O:13][CH3:14])[CH:8]=[C:7]([CH3:15])[C:4]=1[CH:5]=[O:6].P([O-])(O)(O)=[O:17].[Na+].Cl([O-])=O.[Na+].C(=O)([O-])O.[Na+]. (2) Given the product [C:1]1([O:7][CH2:12][C:13]2[CH:18]=[CH:17][CH:16]=[CH:15][CH:14]=2)[CH:6]=[CH:5][CH:4]=[CH:3][CH:2]=1, predict the reactants needed to synthesize it. The reactants are: [C:1]1([OH:7])[CH:6]=[CH:5][CH:4]=[CH:3][CH:2]=1.[OH-].[Na+].[I-].[Na+].[CH2:12](Cl)[C:13]1[CH:18]=[CH:17][CH:16]=[CH:15][CH:14]=1.C1(C(=CC(=C(C=1)C)C)C)C.